From a dataset of Catalyst prediction with 721,799 reactions and 888 catalyst types from USPTO. Predict which catalyst facilitates the given reaction. (1) Reactant: [F:1][C:2]([F:18])([F:17])[C:3]([C:13]([F:16])([F:15])[F:14])([OH:12])[CH2:4][C:5]1[CH:6]2[CH2:11][CH:9]([CH:10]=1)[CH2:8][CH2:7]2.[C:19](Cl)(=[O:21])[CH3:20]. Product: [F:1][C:2]([F:17])([F:18])[C:3]([C:13]([F:15])([F:14])[F:16])([O:12][C:19](=[O:21])[CH3:20])[CH2:4][C:5]1[CH:6]2[CH2:11][CH:9]([CH:10]=1)[CH2:8][CH2:7]2. The catalyst class is: 66. (2) Reactant: [NH2:1][C:2]1[CH:10]=[C:9]([O:11][CH2:12][C:13]2[CH:18]=[CH:17][CH:16]=[CH:15][CH:14]=2)[CH:8]=[CH:7][C:3]=1[C:4]([NH2:6])=[O:5].[F:19][C:20]1[CH:25]=[CH:24][C:23]([CH:26]2[O:30]C(=O)[O:28][C:27]2=O)=[CH:22][CH:21]=1. Product: [CH2:12]([O:11][C:9]1[CH:8]=[CH:7][C:3]([C:4]([NH2:6])=[O:5])=[C:2]([NH:1][C:27](=[O:28])[CH:26]([C:23]2[CH:24]=[CH:25][C:20]([F:19])=[CH:21][CH:22]=2)[OH:30])[CH:10]=1)[C:13]1[CH:18]=[CH:17][CH:16]=[CH:15][CH:14]=1. The catalyst class is: 1. (3) Reactant: [C:1]([O:5][C:6]([NH:8][CH2:9][C:10]1[CH:15]=[CH:14][C:13]([CH2:16][NH:17][C:18]([N:20]2[CH2:25][CH2:24][N:23]([C:26](=[O:39])[CH2:27][NH:28]C(=O)OCC3C=CC=CC=3)[CH2:22][CH2:21]2)=[O:19])=[CH:12][CH:11]=1)=[O:7])([CH3:4])([CH3:3])[CH3:2]. Product: [NH2:28][CH2:27][C:26]([N:23]1[CH2:22][CH2:21][N:20]([C:18]([NH:17][CH2:16][C:13]2[CH:14]=[CH:15][C:10]([CH2:9][NH:8][C:6](=[O:7])[O:5][C:1]([CH3:4])([CH3:2])[CH3:3])=[CH:11][CH:12]=2)=[O:19])[CH2:25][CH2:24]1)=[O:39]. The catalyst class is: 19. (4) The catalyst class is: 1. Reactant: [C:1](N1C=CN=C1)(N1C=CN=C1)=[S:2].[NH2:13][C:14]1[CH:19]=[CH:18][C:17]([N:20]=[CH:21][N:22]([CH3:24])[CH3:23])=[C:16]([C:25]#[N:26])[CH:15]=1.[NH2:27][C:28]([CH3:32])([CH3:31])[CH2:29][OH:30]. Product: [C:25]([C:16]1[CH:15]=[C:14]([NH:13][C:1]([NH:27][C:28]([CH3:32])([CH3:31])[CH2:29][OH:30])=[S:2])[CH:19]=[CH:18][C:17]=1[N:20]=[CH:21][N:22]([CH3:23])[CH3:24])#[N:26]. (5) Product: [CH3:1][O:2][C:3]1[CH:12]=[C:11]2[C:6]([C:7]([NH:13][CH2:14][C:15]3[N:19]4[N:20]=[C:21]([C:24]5[O:28][N:27]=[C:26]([C:29]([OH:31])=[O:30])[CH:25]=5)[CH:22]=[CH:23][C:18]4=[N:17][N:16]=3)=[CH:8][CH:9]=[N:10]2)=[N:5][CH:4]=1. The catalyst class is: 24. Reactant: [CH3:1][O:2][C:3]1[CH:12]=[C:11]2[C:6]([C:7]([NH:13][CH2:14][C:15]3[N:19]4[N:20]=[C:21]([C:24]5[O:28][N:27]=[C:26]([C:29]([O:31]CC)=[O:30])[CH:25]=5)[CH:22]=[CH:23][C:18]4=[N:17][N:16]=3)=[CH:8][CH:9]=[N:10]2)=[N:5][CH:4]=1.[OH-].[Na+]. (6) Reactant: Cl.[NH2:2][C:3]1[C:12]2=[N:13][N:14]([CH2:26][CH2:27][CH3:28])[C:15]([CH2:16][CH2:17][NH:18]C(=O)OC(C)(C)C)=[C:11]2[C:10]2[CH:9]=[CH:8][CH:7]=[N:6][C:5]=2[N:4]=1. Product: [NH2:18][CH2:17][CH2:16][C:15]1[N:14]([CH2:26][CH2:27][CH3:28])[N:13]=[C:12]2[C:11]=1[C:10]1[CH:9]=[CH:8][CH:7]=[N:6][C:5]=1[N:4]=[C:3]2[NH2:2]. The catalyst class is: 8.